From a dataset of Forward reaction prediction with 1.9M reactions from USPTO patents (1976-2016). Predict the product of the given reaction. (1) Given the reactants [C:1]([C:3]1[CH:8]=[CH:7][C:6]([NH:9][C:10]([C:12]2[S:13][C:14]([C:23]([F:26])([F:25])[F:24])=[C:15]([C:17]3[CH:22]=[CH:21][CH:20]=[CH:19][CH:18]=3)[CH:16]=2)=[O:11])=[CH:5][CH:4]=1)#N.O.P([O-])(O)(O)=[O:29].[Na+].CCOC(C)=O.CCCCCCC, predict the reaction product. The product is: [CH:1]([C:3]1[CH:8]=[CH:7][C:6]([NH:9][C:10]([C:12]2[S:13][C:14]([C:23]([F:26])([F:25])[F:24])=[C:15]([C:17]3[CH:22]=[CH:21][CH:20]=[CH:19][CH:18]=3)[CH:16]=2)=[O:11])=[CH:5][CH:4]=1)=[O:29]. (2) Given the reactants [C:1]([O:5][C:6]([N:8]1[CH2:13][C:12]([NH:14][C:15]([O:17][C:18]([CH3:21])([CH3:20])[CH3:19])=[O:16])=[N:11][C:10]([C:25]2[CH:30]=[C:29]([NH2:31])[CH:28]=[CH:27][C:26]=2[F:32])([CH:22]([F:24])[F:23])[CH2:9]1)=[O:7])([CH3:4])([CH3:3])[CH3:2].[Br:33][C:34]1[CH:35]=[CH:36][C:37]([C:40](O)=[O:41])=[N:38][CH:39]=1.C1C=NC2N(O)N=NC=2C=1.C(Cl)CCl.Cl.CCN(CC)CC, predict the reaction product. The product is: [C:1]([O:5][C:6]([N:8]1[CH2:13][C:12]([NH:14][C:15]([O:17][C:18]([CH3:21])([CH3:20])[CH3:19])=[O:16])=[N:11][C:10]([C:25]2[CH:30]=[C:29]([NH:31][C:40]([C:37]3[CH:36]=[CH:35][C:34]([Br:33])=[CH:39][N:38]=3)=[O:41])[CH:28]=[CH:27][C:26]=2[F:32])([CH:22]([F:23])[F:24])[CH2:9]1)=[O:7])([CH3:2])([CH3:3])[CH3:4]. (3) Given the reactants C[O:2][C:3]1[CH:21]=[CH:20][C:6]([CH2:7][N:8]([CH2:15][C:16]([O:18][CH3:19])=[O:17])[C:9]2[CH:14]=[CH:13][CH:12]=[CH:11][CH:10]=2)=[CH:5][CH:4]=1.B(Br)(Br)Br, predict the reaction product. The product is: [OH:2][C:3]1[CH:21]=[CH:20][C:6]([CH2:7][N:8]([CH2:15][C:16]([O:18][CH3:19])=[O:17])[C:9]2[CH:14]=[CH:13][CH:12]=[CH:11][CH:10]=2)=[CH:5][CH:4]=1. (4) The product is: [NH2:8][C:6]1[CH:5]=[C:4]([OH:11])[CH:3]=[C:2]([Cl:1])[CH:7]=1. Given the reactants [Cl:1][C:2]1[CH:3]=[C:4]([OH:11])[CH:5]=[C:6]([N+:8]([O-])=O)[CH:7]=1.[Cl-].[NH4+], predict the reaction product. (5) Given the reactants Cl[C:2]1N=[C:6]([O:8][CH3:9])[C:5]([O:10][CH3:11])=[CH:4][N:3]=1.[C:12]([C:14]1[CH:19]=[CH:18][C:17](B(O)O)=[CH:16][CH:15]=1)#[N:13].[C:23]([O-])([O-])=O.[Na+].[Na+], predict the reaction product. The product is: [CH3:9][O:8][C:6]1[C:5]([O:10][CH3:11])=[CH:4][N:3]=[C:2]([C:17]2[CH:18]=[CH:19][C:14]([C:12]#[N:13])=[CH:15][CH:16]=2)[CH:23]=1. (6) Given the reactants [F:1][C:2]([F:8])([F:7])[S:3]([O-:6])(=[O:5])=[O:4].[OH:9][C@@H:10]([C@H:12]1[C:50](=[O:51])[N:14]2[C:15]([C:37]([O:39][CH2:40][C:41]3[CH:46]=[CH:45][C:44]([N+:47]([O-:49])=[O:48])=[CH:43][CH:42]=3)=[O:38])=[C:16]([C:19]3[S:23][C:22]4=[C:24]([S:35][CH3:36])[N:25]([CH2:27][CH2:28][C:29]5[CH:34]=[CH:33][CH:32]=[CH:31][N:30]=5)[CH:26]=[N+:21]4[CH:20]=3)[C@H:17]([CH3:18])[C@H:13]12)[CH3:11].[I:52]C, predict the reaction product. The product is: [I-:52].[F:1][C:2]([F:8])([F:7])[S:3]([O-:6])(=[O:5])=[O:4].[OH:9][C@@H:10]([C@H:12]1[C:50](=[O:51])[N:14]2[C:15]([C:37]([O:39][CH2:40][C:41]3[CH:42]=[CH:43][C:44]([N+:47]([O-:49])=[O:48])=[CH:45][CH:46]=3)=[O:38])=[C:16]([C:19]3[S:23][C:22]4=[C:24]([S:35][CH3:36])[N:25]([CH2:27][CH2:28][C:29]5[CH:34]=[CH:33][CH:32]=[CH:31][N+:30]=5[CH3:2])[CH:26]=[N+:21]4[CH:20]=3)[C@H:17]([CH3:18])[C@H:13]12)[CH3:11]. (7) Given the reactants [N:1]1([C:7]2[N:12]3[N:13]=[CH:14][C:15]([C:16]4[CH:21]=[CH:20][CH:19]=[CH:18][N:17]=4)=[C:11]3[N:10]=[C:9]([NH:22][NH2:23])[CH:8]=2)[CH2:6][CH2:5][O:4][CH2:3][CH2:2]1.[CH:24]([C:26]1[C:34]2[C:29](=[CH:30][CH:31]=[CH:32][CH:33]=2)[NH:28][CH:27]=1)=O.C(O)(=O)C, predict the reaction product. The product is: [NH:28]1[C:29]2[C:34](=[CH:33][CH:32]=[CH:31][CH:30]=2)[C:26]([CH:24]=[N:23][NH:22][C:9]2[CH:8]=[C:7]([N:1]3[CH2:6][CH2:5][O:4][CH2:3][CH2:2]3)[N:12]3[N:13]=[CH:14][C:15]([C:16]4[CH:21]=[CH:20][CH:19]=[CH:18][N:17]=4)=[C:11]3[N:10]=2)=[CH:27]1. (8) Given the reactants [C:1]([O:5][C:6]([NH:8][C@@H:9]([CH2:13][C:14]1[C:15]([OH:20])=[N:16][O:17][C:18]=1[CH3:19])[C:10]([OH:12])=O)=[O:7])([CH3:4])([CH3:3])[CH3:2].CCN(C(C)C)C(C)C.CN(C(ON1N=NC2C=CC=NC1=2)=[N+](C)C)C.F[P-](F)(F)(F)(F)F.[CH2:54]([O:58][C:59]([N:61]1[CH2:66][CH2:65][NH:64][CH2:63][CH2:62]1)=[O:60])[CH2:55][CH2:56][CH3:57], predict the reaction product. The product is: [CH2:54]([O:58][C:59]([N:61]1[CH2:66][CH2:65][N:64]([C:10](=[O:12])[C@@H:9]([NH:8][C:6]([O:5][C:1]([CH3:2])([CH3:3])[CH3:4])=[O:7])[CH2:13][C:14]2[C:15]([OH:20])=[N:16][O:17][C:18]=2[CH3:19])[CH2:63][CH2:62]1)=[O:60])[CH2:55][CH2:56][CH3:57]. (9) Given the reactants [F:1][CH2:2][C@H:3]([C:5]1[CH:10]=[CH:9][C:8]([S:11]([Cl:14])(=[O:13])=[O:12])=[CH:7][CH:6]=1)[CH3:4].C1(C(C)CO)C=CC=CC=1, predict the reaction product. The product is: [F:1][CH2:2][CH:3]([C:5]1[CH:6]=[CH:7][C:8]([S:11]([Cl:14])(=[O:12])=[O:13])=[CH:9][CH:10]=1)[CH3:4].